This data is from Forward reaction prediction with 1.9M reactions from USPTO patents (1976-2016). The task is: Predict the product of the given reaction. (1) The product is: [Cl:1][C:2]1[CH:3]=[N:4][C:5]([N:8]2[CH2:13][CH2:12][CH:11]([C@@H:14]3[CH2:16][C@H:15]3[CH2:17][CH2:18][NH:19][C:27]3[N:32]=[C:31]([CH3:33])[N:30]=[C:29]([C:34]#[N:35])[CH:28]=3)[CH2:10][CH2:9]2)=[N:6][CH:7]=1. Given the reactants [Cl:1][C:2]1[CH:3]=[N:4][C:5]([N:8]2[CH2:13][CH2:12][CH:11]([C@@H:14]3[CH2:16][C@H:15]3[CH2:17][CH2:18][NH2:19])[CH2:10][CH2:9]2)=[N:6][CH:7]=1.C([O-])([O-])=O.[Cs+].[Cs+].Cl[C:27]1[N:32]=[C:31]([CH3:33])[N:30]=[C:29]([C:34]#[N:35])[CH:28]=1, predict the reaction product. (2) The product is: [CH2:20]([N:6]1[CH2:7][C@@H:8]([N:10]([CH3:19])[C:11]([O:13][CH2:14][C:15]([Cl:18])([Cl:16])[Cl:17])=[O:12])[CH2:9][C@H:5]1[C:3]([OH:4])=[O:2])[C:21]1[CH:22]=[CH:23][CH:24]=[CH:25][CH:26]=1. Given the reactants C[O:2][C:3]([C@@H:5]1[CH2:9][C@H:8]([N:10]([CH3:19])[C:11]([O:13][CH2:14][C:15]([Cl:18])([Cl:17])[Cl:16])=[O:12])[CH2:7][N:6]1[CH2:20][C:21]1[CH:26]=[CH:25][CH:24]=[CH:23][CH:22]=1)=[O:4].[OH-].[Na+], predict the reaction product. (3) Given the reactants CO[C:3](=[O:15])[C:4]1[CH:9]=[CH:8][CH:7]=[C:6]([N+:10]([O-:12])=[O:11])[C:5]=1[CH2:13]Br.Cl.[NH2:17][CH:18]1[CH2:23][CH2:22][C:21](=[O:24])[NH:20][C:19]1=[O:25].CN(C)C=O.C(=O)([O-])[O-].[K+].[K+], predict the reaction product. The product is: [N+:10]([C:6]1[CH:7]=[CH:8][CH:9]=[C:4]2[C:5]=1[CH2:13][N:17]([CH:18]1[CH2:23][CH2:22][C:21](=[O:24])[NH:20][C:19]1=[O:25])[C:3]2=[O:15])([O-:12])=[O:11].